This data is from Reaction yield outcomes from USPTO patents with 853,638 reactions. The task is: Predict the reaction yield, written as a fraction of the theoretical maximum amount of product (1.0 means a 100% yield; for example, 0.34 means a 34% yield). (1) The reactants are [C:1]([C:4]1[C:9]([O:10][CH:11]2[CH2:16][CH2:15][N:14]([C:17]([O:19][C:20]([CH3:23])([CH3:22])[CH3:21])=[O:18])[CH2:13][CH2:12]2)=[CH:8][C:7](=[O:24])[N:6]([C:25]2[CH:30]=[CH:29][C:28]([S:31]([CH3:34])(=[O:33])=[O:32])=[CH:27][CH:26]=2)[N:5]=1)(=O)[NH2:2].C(OC(C(F)(F)F)=O)(C(F)(F)F)=O. The catalyst is C1COCC1. The product is [C:1]([C:4]1[C:9]([O:10][CH:11]2[CH2:16][CH2:15][N:14]([C:17]([O:19][C:20]([CH3:23])([CH3:22])[CH3:21])=[O:18])[CH2:13][CH2:12]2)=[CH:8][C:7](=[O:24])[N:6]([C:25]2[CH:30]=[CH:29][C:28]([S:31]([CH3:34])(=[O:32])=[O:33])=[CH:27][CH:26]=2)[N:5]=1)#[N:2]. The yield is 0.910. (2) The reactants are [CH3:1][O:2][C:3](=[O:9])[C@@H:4]([C@H:6]([CH3:8])[OH:7])[NH2:5].[C:10](Cl)(=[O:17])[C:11]1[CH:16]=[CH:15][CH:14]=[CH:13][CH:12]=1.O. The catalyst is CO. The product is [CH3:1][O:2][C:3](=[O:9])[C@@H:4]([C@H:6]([CH3:8])[OH:7])[NH:5][C:10](=[O:17])[C:11]1[CH:16]=[CH:15][CH:14]=[CH:13][CH:12]=1. The yield is 1.04. (3) The reactants are [C:1]([O:4][C:5](=[O:7])[CH3:6])(=O)[CH3:2].[CH2:8]1[CH2:32][O:31][C:10]2([CH2:15][CH2:14][C@H:13]3[C@H:16]4[C@H:25]([CH2:26][CH2:27][C@:11]23[CH3:12])[C:24]2[CH:23]=[C:22]([O:28][CH3:29])C(O)=C[C:19]=2[CH2:18][CH2:17]4)[O:9]1.N1C=CC=CC=1. The catalyst is CO. The product is [C:5]([O:4][C:1]1[C:22]([O:28][CH3:29])=[CH:23][C:24]2[C@@H:25]3[C@H:16]([C@H:13]4[C@@:11]([CH2:27][CH2:26]3)([CH3:12])[C:10]3([O:9][CH2:8][CH2:32][O:31]3)[CH2:15][CH2:14]4)[CH2:17][CH2:18][C:19]=2[CH:2]=1)(=[O:7])[CH3:6]. The yield is 0.960. (4) The reactants are [NH2:1][C:2]1[C:7]([Cl:8])=[CH:6][CH:5]=[CH:4][C:3]=1[CH2:9][OH:10].[CH3:11][C:12]([CH3:17])([CH3:16])[C:13](Cl)=[O:14].CCN(C(C)C)C(C)C. The catalyst is C(Cl)Cl. The product is [Cl:8][C:7]1[CH:6]=[CH:5][CH:4]=[C:3]([CH2:9][OH:10])[C:2]=1[NH:1][C:13](=[O:14])[C:12]([CH3:17])([CH3:16])[CH3:11]. The yield is 0.950. (5) The product is [C:15]([O:19][C:20]([NH:22][CH2:23][CH2:24][O:25][C:27]1[CH:31]=[CH:30][O:29][N:28]=1)=[O:21])([CH3:18])([CH3:17])[CH3:16]. The catalyst is C1COCC1. The yield is 0.440. The reactants are N(C(OC(C)C)=O)=NC(OC(C)C)=O.[C:15]([O:19][C:20]([NH:22][CH2:23][CH2:24][OH:25])=[O:21])([CH3:18])([CH3:17])[CH3:16].O[C:27]1[CH:31]=[CH:30][O:29][N:28]=1.C1(P(C2C=CC=CC=2)C2C=CC=CC=2)C=CC=CC=1. (6) The reactants are [C:12]([O:11][C:9](O[C:9]([O:11][C:12]([CH3:15])([CH3:14])[CH3:13])=[O:10])=[O:10])([CH3:15])([CH3:14])[CH3:13].[NH2:16][C@H:17]1[CH2:22][CH2:21][CH2:20][C@H:19]([OH:23])[CH2:18]1. The catalyst is C1COCC1.[OH-].[Na+].O. The product is [OH:23][C@H:19]1[CH2:20][CH2:21][CH2:22][C@H:17]([NH:16][C:9](=[O:10])[O:11][C:12]([CH3:13])([CH3:14])[CH3:15])[CH2:18]1. The yield is 1.00. (7) The product is [CH3:18][N:19]1[CH:3]=[C:4](/[CH:12]=[CH:13]/[C:14]([O:16][CH3:17])=[O:15])[N:21]=[CH:20]1. The yield is 0.490. The reactants are FC1[CH:3]=[C:4](/[CH:12]=[CH:13]/[C:14]([O:16][CH3:17])=[O:15])C=C(C(F)(F)F)C=1.[CH3:18][N:19]1C=C(C=O)[N:21]=[CH:20]1.COC(=O)C=P(C1C=CC=CC=1)(C1C=CC=CC=1)C1C=CC=CC=1. The catalyst is ClCCl. (8) The reactants are [Cl:1][C:2]1[CH:14]=[C:13]([CH3:15])[C:12]2[C:11]3[C:6](=[CH:7][CH:8]=[CH:9][CH:10]=3)[C:5]([C:17]([F:20])([F:19])[F:18])([OH:16])[C:4]=2[CH:3]=1.[OH2:21].[Mn]([O-])(=O)(=O)=[O:23].[K+]. The catalyst is N1C=CC=CC=1. The product is [Cl:1][C:2]1[CH:14]=[C:13]([C:15]([OH:23])=[O:21])[C:12]2[C:11]3[C:6](=[CH:7][CH:8]=[CH:9][CH:10]=3)[C:5]([OH:16])([C:17]([F:18])([F:19])[F:20])[C:4]=2[CH:3]=1. The yield is 0.760.